From a dataset of Forward reaction prediction with 1.9M reactions from USPTO patents (1976-2016). Predict the product of the given reaction. (1) The product is: [C:1]([C:3]1[N:4]=[C:5]([C:18]2[C:19]([F:25])=[CH:20][CH:21]=[CH:22][C:23]=2[F:24])[O:6][C:7]=1[NH:8][C:9]1[CH:10]=[CH:11][C:12]([C:13]([OH:15])=[O:14])=[CH:16][CH:17]=1)(=[O:27])[NH2:2]. Given the reactants [C:1]([C:3]1[N:4]=[C:5]([C:18]2[C:23]([F:24])=[CH:22][CH:21]=[CH:20][C:19]=2[F:25])[O:6][C:7]=1[NH:8][C:9]1[CH:17]=[CH:16][C:12]([C:13]([OH:15])=[O:14])=[CH:11][CH:10]=1)#[N:2].S(=O)(=O)(O)[OH:27], predict the reaction product. (2) Given the reactants [F:1][C:2]([F:12])([F:11])[C:3]1[CH:10]=[CH:9][C:6]([CH:7]=[O:8])=[CH:5][CH:4]=1.[N+:13]([CH:15](S(C1C=CC(C)=CC=1)(=O)=O)[CH2:16][CH3:17])#[C-:14].C([O-])([O-])=O.[K+].[K+], predict the reaction product. The product is: [CH2:16]([C:15]1[N:13]=[CH:14][O:8][C:7]=1[C:6]1[CH:9]=[CH:10][C:3]([C:2]([F:11])([F:12])[F:1])=[CH:4][CH:5]=1)[CH3:17]. (3) Given the reactants [CH3:1][O:2][C:3](=[O:18])[C:4](=[CH:10][C:11]1[CH:16]=[CH:15][C:14]([F:17])=[CH:13][CH:12]=1)[CH:5]([CH3:9])[C:6]([OH:8])=O.COC(C1C=C(O)C2C(=CC=C(F)C=2)C=1)=O, predict the reaction product. The product is: [CH3:1][O:2][C:3]([C:4]1[C:5]([CH3:9])=[C:6]([OH:8])[C:16]2[C:11](=[CH:12][CH:13]=[C:14]([F:17])[CH:15]=2)[CH:10]=1)=[O:18]. (4) Given the reactants [Cl:1][C:2]1[C:3](Cl)=[N:4][C:5]([Cl:8])=[N:6][CH:7]=1.[NH2:10][CH2:11][C@H:12]1[CH2:17][CH2:16][C@H:15]([NH:18][C:19](=[O:25])[O:20][C:21]([CH3:24])([CH3:23])[CH3:22])[CH2:14][CH2:13]1.CCN(C(C)C)C(C)C, predict the reaction product. The product is: [C:21]([O:20][C:19](=[O:25])[NH:18][CH:15]1[CH2:14][CH2:13][CH:12]([CH2:11][NH:10][C:3]2[C:2]([Cl:1])=[CH:7][N:6]=[C:5]([Cl:8])[N:4]=2)[CH2:17][CH2:16]1)([CH3:24])([CH3:22])[CH3:23]. (5) Given the reactants [Br:1][C:2]1[CH:14]=[CH:13][C:12]2[C:11]3[C:6](=[CH:7][C:8]([Br:15])=[CH:9][CH:10]=3)[C:5]([CH2:27][C:28]3[CH:33]=[C:32]([O:34]C)[CH:31]=[C:30]([O:36]C)[CH:29]=3)([CH2:16][C:17]3[CH:22]=[C:21]([O:23]C)[CH:20]=[C:19]([O:25]C)[CH:18]=3)[C:4]=2[CH:3]=1.B(Br)(Br)Br, predict the reaction product. The product is: [Br:1][C:2]1[CH:14]=[CH:13][C:12]2[C:11]3[C:6](=[CH:7][C:8]([Br:15])=[CH:9][CH:10]=3)[C:5]([CH2:27][C:28]3[CH:29]=[C:30]([OH:36])[CH:31]=[C:32]([OH:34])[CH:33]=3)([CH2:16][C:17]3[CH:22]=[C:21]([OH:23])[CH:20]=[C:19]([OH:25])[CH:18]=3)[C:4]=2[CH:3]=1. (6) Given the reactants C([O:3][C:4](=[O:13])[C:5]1[CH:10]=[CH:9][C:8]([NH2:11])=[N:7][C:6]=1[NH2:12])C.[OH-].[Na+], predict the reaction product. The product is: [NH2:12][C:6]1[N:7]=[C:8]([NH2:11])[CH:9]=[CH:10][C:5]=1[C:4]([OH:13])=[O:3]. (7) Given the reactants [C:1]([O:5][C:6](=[O:45])[NH:7][C:8](=[N:26][C:27](=[O:44])[CH2:28][C:29]([C:34]1[CH:39]=[CH:38][C:37]([O:40][CH2:41][CH:42]=[CH2:43])=[CH:36][CH:35]=1)=[N:30][O:31][CH2:32][CH3:33])[CH2:9][C:10]1[CH:15]=[C:14]([Cl:16])[C:13]([NH:17][C:18](=[O:24])[CH2:19][NH:20][CH2:21][CH:22]=[CH2:23])=[C:12]([Cl:25])[CH:11]=1)([CH3:4])([CH3:3])[CH3:2].C(N(C(C)C)CC)(C)C.[CH3:55][C:56]([O:59][C:60](O[C:60]([O:59][C:56]([CH3:58])([CH3:57])[CH3:55])=[O:61])=[O:61])([CH3:58])[CH3:57], predict the reaction product. The product is: [C:1]([O:5][C:6](=[O:45])[NH:7][C:8](=[N:26][C:27](=[O:44])[CH2:28][C:29]([C:34]1[CH:39]=[CH:38][C:37]([O:40][CH2:41][CH:42]=[CH2:43])=[CH:36][CH:35]=1)=[N:30][O:31][CH2:32][CH3:33])[CH2:9][C:10]1[CH:15]=[C:14]([Cl:16])[C:13]([NH:17][C:18](=[O:24])[CH2:19][N:20]([CH2:21][CH:22]=[CH2:23])[C:60]([O:59][C:56]([CH3:58])([CH3:57])[CH3:55])=[O:61])=[C:12]([Cl:25])[CH:11]=1)([CH3:2])([CH3:4])[CH3:3]. (8) Given the reactants [C:1]1([S:7]([N:10]2[C:14]3[CH:15]=[N:16][C:17]([C:20]#[N:21])=[C:18]([OH:19])[C:13]=3[C:12]3[CH:22]=[C:23](Br)[CH:24]=[N:25][C:11]2=3)(=[O:9])=[O:8])[CH:6]=[CH:5][CH:4]=[CH:3][CH:2]=1.C(O)C.C(OCC)(=O)C.Cl, predict the reaction product. The product is: [C:1]1([S:7]([N:10]2[C:14]3[CH:15]=[N:16][C:17]([C:20]#[N:21])=[C:18]([OH:19])[C:13]=3[C:12]3[CH:22]=[CH:23][CH:24]=[N:25][C:11]2=3)(=[O:8])=[O:9])[CH:2]=[CH:3][CH:4]=[CH:5][CH:6]=1. (9) Given the reactants [C:1]([N:5]1[C:9]2=[N:10][C:11]([NH:14][C:15](=[O:23])[C:16]3[CH:21]=[CH:20][C:19]([CH3:22])=[CH:18][CH:17]=3)=[CH:12][CH:13]=[C:8]2[C:7]([C:24]([OH:26])=O)=[CH:6]1)([CH3:4])([CH3:3])[CH3:2].[CH2:27]([NH2:31])[CH:28]([CH3:30])[CH3:29].F[P-](F)(F)(F)(F)F.C[N+](C)=C(N(C)C)ON1C2N=CC=CC=2N=N1.C(N(CC)CC)C, predict the reaction product. The product is: [CH2:27]([NH:31][C:24]([C:7]1[C:8]2[C:9](=[N:10][C:11]([NH:14][C:15](=[O:23])[C:16]3[CH:17]=[CH:18][C:19]([CH3:22])=[CH:20][CH:21]=3)=[CH:12][CH:13]=2)[N:5]([C:1]([CH3:4])([CH3:3])[CH3:2])[CH:6]=1)=[O:26])[CH:28]([CH3:30])[CH3:29]. (10) Given the reactants [CH2:1]([O:5][C:6]([NH:8][S:9]([C:12]1[S:13][C:14]([CH2:33][CH:34]([CH3:36])[CH3:35])=[CH:15][C:16]=1[C:17]1[CH:22]=[CH:21][CH:20]=[C:19]([CH2:23][N:24]2C3=NC=CC=C3N=C2)[CH:18]=1)(=[O:11])=[O:10])=[O:7])[CH2:2][CH2:3][CH3:4].B(Cl)(Cl)Cl.[N:41]1([C:46]2[CH:51]=[CH:50][CH:49]=[CH:48][N:47]=2)[CH2:45]CCC1.ClC(OCCCC)=O.C(O)(=O)CC(CC(O)=O)(C(O)=O)O, predict the reaction product. The product is: [CH2:1]([O:5][C:6]([NH:8][S:9]([C:12]1[S:13][C:14]([CH2:33][CH:34]([CH3:35])[CH3:36])=[CH:15][C:16]=1[C:17]1[CH:22]=[CH:21][CH:20]=[C:19]([CH2:23][N:24]2[C:51]3[C:46](=[N:47][CH:48]=[CH:49][CH:50]=3)[N:41]=[CH:45]2)[CH:18]=1)(=[O:11])=[O:10])=[O:7])[CH2:2][CH2:3][CH3:4].